From a dataset of Catalyst prediction with 721,799 reactions and 888 catalyst types from USPTO. Predict which catalyst facilitates the given reaction. (1) Reactant: P(Cl)(Cl)(Cl)=O.C1(S([N:15]2[C:23]3[C:18](=[C:19]([CH2:24][C:25]([C:27]4[CH:32]=[CH:31][N:30]=[CH:29][CH:28]=4)=O)[CH:20]=[CH:21][CH:22]=3)[CH:17]=[N:16]2)(=O)=O)C=CC=CC=1.Cl.NO.O.[NH2:37][NH2:38].C[N:40]([CH3:43])C=O. Product: [NH:15]1[C:23]2[C:18](=[C:19]([C:24]3[C:25]([C:27]4[CH:28]=[CH:29][N:30]=[CH:31][CH:32]=4)=[N:37][NH:38][C:43]=3[NH2:40])[CH:20]=[CH:21][CH:22]=2)[CH:17]=[N:16]1. The catalyst class is: 22. (2) Reactant: [CH3:1][N:2]1[CH2:7][CH2:6][NH:5][CH2:4][CH2:3]1.Br[CH2:9][CH2:10][NH2:11].C(=O)([O-])[O-].[K+].[K+]. Product: [CH3:1][N:2]1[CH2:7][CH2:6][N:5]([CH2:9][CH2:10][NH2:11])[CH2:4][CH2:3]1. The catalyst class is: 10. (3) Reactant: [N:1]1[CH:6]=[CH:5][CH:4]=[CH:3][C:2]=1[CH2:7][NH2:8].C(N(CC)CC)C.CN(C(ON1N=NC2C=CC=NC1=2)=[N+](C)C)C.F[P-](F)(F)(F)(F)F.[CH:40]12[CH2:45][CH:44]1[CH2:43][N:42]([C:46]1[N:51]=[C:50]([NH:52][CH2:53][C:54]3[CH:59]=[CH:58][C:57]([O:60][CH3:61])=[C:56]([Cl:62])[CH:55]=3)[C:49]([C:63](O)=[O:64])=[CH:48][N:47]=1)[CH2:41]2. Product: [CH:44]12[CH2:45][CH:40]1[CH2:41][N:42]([C:46]1[N:51]=[C:50]([NH:52][CH2:53][C:54]3[CH:59]=[CH:58][C:57]([O:60][CH3:61])=[C:56]([Cl:62])[CH:55]=3)[C:49]([C:63]([NH:8][CH2:7][C:2]3[CH:3]=[CH:4][CH:5]=[CH:6][N:1]=3)=[O:64])=[CH:48][N:47]=1)[CH2:43]2. The catalyst class is: 1. (4) Reactant: [CH3:1][C:2]1[C:10]2[CH2:9][O:8][C:7](=[O:11])[C:6]=2[CH:5]=[CH:4][C:3]=1[O:12][CH2:13][CH:14]1[CH2:19][CH2:18][N:17](C(OC(C)(C)C)=O)[CH2:16][CH2:15]1.FC(F)(F)C(O)=O. Product: [CH3:1][C:2]1[C:10]2[CH2:9][O:8][C:7](=[O:11])[C:6]=2[CH:5]=[CH:4][C:3]=1[O:12][CH2:13][CH:14]1[CH2:19][CH2:18][NH:17][CH2:16][CH2:15]1. The catalyst class is: 2. (5) Reactant: [I:1][C:2]1[CH:3]=[CH:4][C:5]([NH2:9])=[N:6][C:7]=1[CH3:8].[CH3:10][O:11][C:12]1[N:17]=[CH:16][C:15]([CH:18]=O)=[CH:14][CH:13]=1.FC(F)(F)C(O)=O.C([SiH](CC)CC)C. Product: [I:1][C:2]1[CH:3]=[CH:4][C:5]([NH:9][CH2:18][C:15]2[CH:16]=[N:17][C:12]([O:11][CH3:10])=[CH:13][CH:14]=2)=[N:6][C:7]=1[CH3:8]. The catalyst class is: 10. (6) Reactant: [Cl:1][C:2]1[CH:39]=[CH:38][C:5]([CH2:6][N:7]([CH2:28][C:29]2[CH:34]=[CH:33][C:32]([CH:35]([CH3:37])[CH3:36])=[CH:31][CH:30]=2)[C:8](=[O:27])[CH2:9][O:10][C:11]2[CH:16]=[CH:15][C:14]([CH2:17][C@H:18]([O:24][CH2:25][CH3:26])[C:19]([O:21]CC)=[O:20])=[CH:13][CH:12]=2)=[CH:4][CH:3]=1.[Li+].[OH-].Cl. Product: [Cl:1][C:2]1[CH:3]=[CH:4][C:5]([CH2:6][N:7]([CH2:28][C:29]2[CH:30]=[CH:31][C:32]([CH:35]([CH3:36])[CH3:37])=[CH:33][CH:34]=2)[C:8](=[O:27])[CH2:9][O:10][C:11]2[CH:12]=[CH:13][C:14]([CH2:17][C@H:18]([O:24][CH2:25][CH3:26])[C:19]([OH:21])=[O:20])=[CH:15][CH:16]=2)=[CH:38][CH:39]=1. The catalyst class is: 10. (7) Reactant: [C:1]([C:5]1[CH:6]=[C:7]([NH:11][C:12]([CH:14]2[CH2:23][CH2:22][C:21]3[C:16](=[CH:17][C:18]([O:24][C:25]4[CH:30]=[CH:29][N:28]=[C:27]([NH:31][C:32]([NH:34][CH2:35][CH2:36][CH2:37]Cl)=[O:33])[CH:26]=4)=[CH:19][CH:20]=3)[CH2:15]2)=[O:13])[CH:8]=[CH:9][CH:10]=1)([CH3:4])([CH3:3])[CH3:2].CC(C)([O-])C.[K+].Cl. The catalyst class is: 107. Product: [C:1]([C:5]1[CH:6]=[C:7]([NH:11][C:12]([CH:14]2[CH2:23][CH2:22][C:21]3[C:16](=[CH:17][C:18]([O:24][C:25]4[CH:30]=[CH:29][N:28]=[C:27]([N:31]5[CH2:37][CH2:36][CH2:35][NH:34][C:32]5=[O:33])[CH:26]=4)=[CH:19][CH:20]=3)[CH2:15]2)=[O:13])[CH:8]=[CH:9][CH:10]=1)([CH3:4])([CH3:3])[CH3:2]. (8) Reactant: [CH2:1]([N:8]1[C:12]([CH:13]([CH3:15])[CH3:14])=[CH:11][C:10]([C:16]([OH:18])=O)=[C:9]1[CH3:19])[C:2]1[CH:7]=[CH:6][CH:5]=[CH:4][CH:3]=1.CCN=C=NCCCN(C)C.[F:31][C:32]1[CH:33]=[C:34]([CH:37]=[CH:38][C:39]=1[F:40])[CH2:35][NH2:36]. Product: [F:31][C:32]1[CH:33]=[C:34]([CH:37]=[CH:38][C:39]=1[F:40])[CH2:35][NH:36][C:16]([C:10]1[CH:11]=[C:12]([CH:13]([CH3:14])[CH3:15])[N:8]([CH2:1][C:2]2[CH:3]=[CH:4][CH:5]=[CH:6][CH:7]=2)[C:9]=1[CH3:19])=[O:18]. The catalyst class is: 142. (9) Reactant: [CH3:1][C:2]1[O:6][C:5]([C:7]([O:9]C)=[O:8])=[CH:4][C:3]=1[C:11]1[N:15]([CH3:16])[N:14]=[CH:13][CH:12]=1.C1C(=O)N([Br:24])C(=O)C1.[OH-].[Na+]. Product: [Br:24][C:12]1[CH:13]=[N:14][N:15]([CH3:16])[C:11]=1[C:3]1[CH:4]=[C:5]([C:7]([OH:9])=[O:8])[O:6][C:2]=1[CH3:1]. The catalyst class is: 7.